Task: Predict the product of the given reaction.. Dataset: Forward reaction prediction with 1.9M reactions from USPTO patents (1976-2016) (1) Given the reactants [Cl:1][C:2]1[CH:3]=[CH:4][C:5]2[N:11]3[C:12]([C:15]([F:18])([F:17])[F:16])=[N:13][N:14]=[C:10]3[C@@H:9]([CH2:19][C:20]([N:22]3[CH2:27][CH2:26][CH:25]([CH2:28][C:29]([O:31]C(C)(C)C)=[O:30])[CH2:24][CH2:23]3)=[O:21])[O:8][C@H:7]([C:36]3[CH:41]=[CH:40][CH:39]=[C:38]([O:42][CH3:43])[C:37]=3[Cl:44])[C:6]=2[CH:45]=1.FC(F)(F)C(O)=O, predict the reaction product. The product is: [Cl:1][C:2]1[CH:3]=[CH:4][C:5]2[N:11]3[C:12]([C:15]([F:17])([F:16])[F:18])=[N:13][N:14]=[C:10]3[C@@H:9]([CH2:19][C:20]([N:22]3[CH2:23][CH2:24][CH:25]([CH2:28][C:29]([OH:31])=[O:30])[CH2:26][CH2:27]3)=[O:21])[O:8][C@H:7]([C:36]3[CH:41]=[CH:40][CH:39]=[C:38]([O:42][CH3:43])[C:37]=3[Cl:44])[C:6]=2[CH:45]=1. (2) Given the reactants [CH:1]12[CH2:6][CH:5]1[C:4](=[O:7])[O:3][C:2]2=[O:8].[CH3:9][OH:10], predict the reaction product. The product is: [CH3:9][O:10][C:4]([CH:5]1[CH2:6][CH:1]1[C:2]([OH:8])=[O:3])=[O:7].